Dataset: NCI-60 drug combinations with 297,098 pairs across 59 cell lines. Task: Regression. Given two drug SMILES strings and cell line genomic features, predict the synergy score measuring deviation from expected non-interaction effect. Cell line: NCI-H226. Drug 1: CC1C(C(=O)NC(C(=O)N2CCCC2C(=O)N(CC(=O)N(C(C(=O)O1)C(C)C)C)C)C(C)C)NC(=O)C3=C4C(=C(C=C3)C)OC5=C(C(=O)C(=C(C5=N4)C(=O)NC6C(OC(=O)C(N(C(=O)CN(C(=O)C7CCCN7C(=O)C(NC6=O)C(C)C)C)C)C(C)C)C)N)C. Synergy scores: CSS=12.5, Synergy_ZIP=-1.61, Synergy_Bliss=1.24, Synergy_Loewe=0.263, Synergy_HSA=0.385. Drug 2: COCCOC1=C(C=C2C(=C1)C(=NC=N2)NC3=CC=CC(=C3)C#C)OCCOC.Cl.